Predict which catalyst facilitates the given reaction. From a dataset of Catalyst prediction with 721,799 reactions and 888 catalyst types from USPTO. (1) Reactant: [Cl:1][C:2]1[C:3]2[C:10]([I:11])=[CH:9][N:8]([CH:12]3[CH2:17][CH2:16][C:15](=O)[CH2:14][CH2:13]3)[C:4]=2[N:5]=[CH:6][N:7]=1.[CH3:19][N:20]1[CH2:25][CH2:24][NH:23][CH2:22][CH2:21]1.C(O)(=O)C.COC(OC)OC.C(O[BH-](OC(=O)C)OC(=O)C)(=O)C.[Na+]. Product: [Cl:1][C:2]1[C:3]2[C:10]([I:11])=[CH:9][N:8]([C@H:12]3[CH2:17][CH2:16][C@H:15]([N:23]4[CH2:24][CH2:25][N:20]([CH3:19])[CH2:21][CH2:22]4)[CH2:14][CH2:13]3)[C:4]=2[N:5]=[CH:6][N:7]=1. The catalyst class is: 68. (2) Reactant: [CH:1]([CH:3]1[CH2:8][CH2:7][CH2:6][CH2:5][CH2:4]1)=[CH2:2].C1C=C(Cl)C=C(C(OO)=[O:17])C=1.[C:20]1([SH:26])[CH:25]=[CH:24][CH:23]=[CH:22][CH:21]=1. Product: [CH:3]1([CH:1]([OH:17])[CH2:2][S:26][C:20]2[CH:25]=[CH:24][CH:23]=[CH:22][CH:21]=2)[CH2:8][CH2:7][CH2:6][CH2:5][CH2:4]1. The catalyst class is: 268.